Task: Predict the reactants needed to synthesize the given product.. Dataset: Full USPTO retrosynthesis dataset with 1.9M reactions from patents (1976-2016) (1) Given the product [F:29][C:30]1[CH:38]=[C:37]([CH3:39])[C:33]([C:34]([NH:1][CH2:2][CH2:3][C@H:4]([N:6]2[CH2:7][CH2:8][CH:9]([N:12]([C:21]3[CH:26]=[CH:25][C:24]([O:27][CH3:28])=[CH:23][CH:22]=3)[CH2:13][C:14]3[CH:15]=[N:16][CH:17]=[CH:18][C:19]=3[CH3:20])[CH2:10][CH2:11]2)[CH3:5])=[O:35])=[C:32]([CH3:40])[N:31]=1, predict the reactants needed to synthesize it. The reactants are: [NH2:1][CH2:2][CH2:3][C@H:4]([N:6]1[CH2:11][CH2:10][CH:9]([N:12]([C:21]2[CH:26]=[CH:25][C:24]([O:27][CH3:28])=[CH:23][CH:22]=2)[CH2:13][C:14]2[CH:15]=[N:16][CH:17]=[CH:18][C:19]=2[CH3:20])[CH2:8][CH2:7]1)[CH3:5].[F:29][C:30]1[CH:38]=[C:37]([CH3:39])[C:33]([C:34](O)=[O:35])=[C:32]([CH3:40])[N:31]=1.C1C=CC2N(O)N=NC=2C=1.CCN=C=NCCCN(C)C.CCN(C(C)C)C(C)C. (2) Given the product [C:1]([C:3]1[CH:8]=[CH:7][CH:6]=[CH:5][C:4]=1[C:9]1[CH:10]=[CH:11][C:12]([CH2:15][C:16]2[C:17](=[O:54])[N:18]([C@H:28]3[CH2:33][CH2:32][C@H:31]([O:34][C:35]4([C:36]([O:38][CH2:39][CH3:40])=[O:37])[CH2:42][CH2:41]4)[CH2:30][CH2:29]3)[C:19]3[N:20]([N:25]=[CH:26][N:27]=3)[C:21]=2[CH2:22][CH2:23][CH3:24])=[CH:13][CH:14]=1)#[N:2], predict the reactants needed to synthesize it. The reactants are: [C:1]([C:3]1[CH:8]=[CH:7][CH:6]=[CH:5][C:4]=1[C:9]1[CH:14]=[CH:13][C:12]([CH2:15][C:16]2[C:17](=[O:54])[N:18]([C@H:28]3[CH2:33][CH2:32][C@H:31]([O:34][CH:35]([CH2:41][CH2:42]OS(C4C=CC(C)=CC=4)(=O)=O)[C:36]([O:38][CH2:39][CH3:40])=[O:37])[CH2:30][CH2:29]3)[C:19]3[N:20]([N:25]=[CH:26][N:27]=3)[C:21]=2[CH2:22][CH2:23][CH3:24])=[CH:11][CH:10]=1)#[N:2].CC(C)([O-])C.[K+].Cl. (3) Given the product [Cl:1][C:2]1[C:3]([F:25])=[C:4]([N:8]2[C:12]([S:13][C:14]3[CH:15]=[N:16][CH:17]=[CH:18][CH:19]=3)=[CH:11][C:10]([CH2:20][OH:21])=[N:9]2)[CH:5]=[CH:6][CH:7]=1, predict the reactants needed to synthesize it. The reactants are: [Cl:1][C:2]1[C:3]([F:25])=[C:4]([N:8]2[C:12]([S:13][C:14]3[CH:15]=[N:16][CH:17]=[CH:18][CH:19]=3)=[CH:11][C:10]([C:20](OCC)=[O:21])=[N:9]2)[CH:5]=[CH:6][CH:7]=1.[H-].C([Al+]CC(C)C)C(C)C.C1(C)C=CC=CC=1.[OH-].[Na+]. (4) The reactants are: [CH2:1]([O:3][CH2:4][C:5]1[N:6]([CH2:18][CH2:19][O:20][CH2:21][C:22]#[CH:23])[C:7]2[C:16]3[CH:15]=[CH:14][CH:13]=[CH:12][C:11]=3[N:10]=[CH:9][C:8]=2[N:17]=1)[CH3:2].I[C:25]1[CH:30]=[CH:29][CH:28]=[CH:27][CH:26]=1. Given the product [CH2:1]([O:3][CH2:4][C:5]1[N:6]([CH2:18][CH2:19][O:20][CH2:21][C:22]#[C:23][C:25]2[CH:30]=[CH:29][CH:28]=[CH:27][CH:26]=2)[C:7]2[C:16]3[CH:15]=[CH:14][CH:13]=[CH:12][C:11]=3[N:10]=[CH:9][C:8]=2[N:17]=1)[CH3:2], predict the reactants needed to synthesize it. (5) Given the product [CH:1]1([CH2:4][O:5][C:6]2[CH:11]=[CH:10][CH:9]=[CH:8][C:7]=2[NH2:12])[CH2:2][CH2:3]1, predict the reactants needed to synthesize it. The reactants are: [CH:1]1([CH2:4][O:5][C:6]2[CH:11]=[CH:10][CH:9]=[CH:8][C:7]=2[N+:12]([O-])=O)[CH2:3][CH2:2]1. (6) Given the product [CH3:12][O:11][C:7]1[C:6]2[C:2]([C:25]3[CH:26]=[CH:27][C:22]([CH2:21][C:19]#[N:20])=[CH:23][CH:24]=3)=[CH:3][N:4]([CH:13]3[CH2:18][CH2:17][O:16][CH2:15][CH2:14]3)[C:5]=2[CH:10]=[CH:9][N:8]=1, predict the reactants needed to synthesize it. The reactants are: I[C:2]1[C:6]2[C:7]([O:11][CH3:12])=[N:8][CH:9]=[CH:10][C:5]=2[N:4]([CH:13]2[CH2:18][CH2:17][O:16][CH2:15][CH2:14]2)[CH:3]=1.[C:19]([CH2:21][C:22]1[CH:27]=[CH:26][C:25](B(O)O)=[CH:24][CH:23]=1)#[N:20].C(=O)([O-])[O-].[K+].[K+]. (7) The reactants are: [F:1][C:2]([CH3:28])([CH3:27])[CH2:3][N:4]1[CH2:9][CH2:8][CH:7]([CH2:10][O:11][C:12]2[N:17]=[N:16][C:15]([C:18]3[CH:26]=[CH:25][C:21]([C:22](O)=[O:23])=[CH:20][CH:19]=3)=[CH:14][CH:13]=2)[CH2:6][CH2:5]1.C(Cl)CCl.C1C=CC2N(O)N=NC=2C=1.CCN(C(C)C)C(C)C.[NH:52]1[CH2:56][CH2:55][CH2:54][C@H:53]1[C:57]([NH2:59])=[O:58]. Given the product [F:1][C:2]([CH3:27])([CH3:28])[CH2:3][N:4]1[CH2:9][CH2:8][CH:7]([CH2:10][O:11][C:12]2[N:17]=[N:16][C:15]([C:18]3[CH:19]=[CH:20][C:21]([C:22]([N:52]4[CH2:56][CH2:55][CH2:54][C@H:53]4[C:57]([NH2:59])=[O:58])=[O:23])=[CH:25][CH:26]=3)=[CH:14][CH:13]=2)[CH2:6][CH2:5]1, predict the reactants needed to synthesize it.